From a dataset of Tox21: 12 toxicity assays (nuclear receptors and stress response pathways). Binary classification across 12 toxicity assays. (1) The molecule is CC=C(CC)C(=O)NC(N)=O. It tested positive (active) for: NR-ER (Estrogen Receptor agonist activity). (2) The compound is COc1cc(C(=O)NS(=O)(=O)c2ccccc2C)ccc1Cc1cn(C)c2ccc(NC(=O)OC3CCCC3)cc12. It tested positive (active) for: NR-AhR (Aryl hydrocarbon Receptor agonist activity), NR-PPAR-gamma (PPAR-gamma nuclear receptor agonist), SR-ARE (Antioxidant Response Element (oxidative stress)), and SR-MMP (Mitochondrial Membrane Potential disruption). (3) It tested positive (active) for: NR-ER (Estrogen Receptor agonist activity), and SR-MMP (Mitochondrial Membrane Potential disruption). The molecule is CCCCCCCCc1ccc(O)cc1. (4) The drug is CC(C)N1CCN(c2ccc(OC[C@H]3CO[C@](Cn4cncn4)(c4ccc(Cl)cc4Cl)O3)cc2)CC1. It tested positive (active) for: NR-AhR (Aryl hydrocarbon Receptor agonist activity). (5) The molecule is CC1=C(CC(=O)O)c2cc(F)ccc2/C1=C\c1ccc(S(C)=O)cc1. It tested positive (active) for: NR-AhR (Aryl hydrocarbon Receptor agonist activity), and SR-ARE (Antioxidant Response Element (oxidative stress)). (6) The compound is CC(C)(C)c1cccc(C(C)(C)C)c1O. It tested positive (active) for: SR-MMP (Mitochondrial Membrane Potential disruption).